Dataset: Reaction yield outcomes from USPTO patents with 853,638 reactions. Task: Predict the reaction yield, written as a fraction of the theoretical maximum amount of product (1.0 means a 100% yield; for example, 0.34 means a 34% yield). (1) The reactants are [F:1][C:2]1[CH:7]=[CH:6][C:5]([C:8]2[O:9][CH:10]=[C:11]([NH:13][C:14](=[O:22])[C:15]3[CH:20]=[CH:19][C:18](I)=[CH:17][CH:16]=3)[N:12]=2)=[CH:4][C:3]=1[C:23]([F:26])([F:25])[F:24].[N:27]1[CH:32]=[CH:31][C:30]([NH2:33])=[N:29][CH:28]=1.C(=O)([O-])[O-].[Cs+].[Cs+].CC1(C)C2C(=C(P(C3C=CC=CC=3)C3C=CC=CC=3)C=CC=2)OC2C(P(C3C=CC=CC=3)C3C=CC=CC=3)=CC=CC1=2. The catalyst is C1C=CC(/C=C/C(/C=C/C2C=CC=CC=2)=O)=CC=1.C1C=CC(/C=C/C(/C=C/C2C=CC=CC=2)=O)=CC=1.C1C=CC(/C=C/C(/C=C/C2C=CC=CC=2)=O)=CC=1.[Pd].[Pd]. The product is [F:1][C:2]1[CH:7]=[CH:6][C:5]([C:8]2[O:9][CH:10]=[C:11]([NH:13][C:14](=[O:22])[C:15]3[CH:20]=[CH:19][C:18]([NH:33][C:30]4[CH:31]=[CH:32][N:27]=[CH:28][N:29]=4)=[CH:17][CH:16]=3)[N:12]=2)=[CH:4][C:3]=1[C:23]([F:26])([F:25])[F:24]. The yield is 0.370. (2) The yield is 0.160. The catalyst is C1COCC1.CCCCC. The product is [CH3:35][O:36][C:37](=[O:41])[C:38]([C:2]1[CH:7]=[CH:6][C:5]([C:8]2[CH2:12][C:11]([C:17]3[CH:18]=[C:19]([Cl:24])[CH:20]=[C:21]([Cl:23])[CH:22]=3)([C:13]([F:15])([F:16])[F:14])[O:10][N:9]=2)=[CH:4][C:3]=1[CH3:25])=[O:39]. The reactants are Br[C:2]1[CH:7]=[CH:6][C:5]([C:8]2[CH2:12][C:11]([C:17]3[CH:22]=[C:21]([Cl:23])[CH:20]=[C:19]([Cl:24])[CH:18]=3)([C:13]([F:16])([F:15])[F:14])[O:10][N:9]=2)=[CH:4][C:3]=1[CH3:25].C([Li])(C)(C)C.[Mg+2].[Br-].[Br-].[Cl-].[CH3:35][O:36][C:37](=[O:41])[C:38](O)=[O:39].[NH4+].[Cl-].